Dataset: Full USPTO retrosynthesis dataset with 1.9M reactions from patents (1976-2016). Task: Predict the reactants needed to synthesize the given product. (1) Given the product [F:1][C:2]1[CH:3]=[C:4]([O:11][CH2:12][C:13]([F:14])([F:15])[F:16])[C:5]([N+:8]([O-:10])=[O:9])=[CH:6][C:7]=1[S:18]([Cl:17])(=[O:20])=[O:19], predict the reactants needed to synthesize it. The reactants are: [F:1][C:2]1[CH:7]=[CH:6][C:5]([N+:8]([O-:10])=[O:9])=[C:4]([O:11][CH2:12][C:13]([F:16])([F:15])[F:14])[CH:3]=1.[Cl:17][S:18](O)(=[O:20])=[O:19]. (2) Given the product [Br:16][C:17]1[CH:25]=[CH:24][C:20]([C:21]([NH:15][C:10]2[CH:11]=[CH:12][CH:13]=[CH:14][C:9]=2[NH:8][C:6](=[O:7])[O:5][C:1]([CH3:4])([CH3:2])[CH3:3])=[O:22])=[CH:19][C:18]=1[F:26], predict the reactants needed to synthesize it. The reactants are: [C:1]([O:5][C:6]([NH:8][C:9]1[CH:14]=[CH:13][CH:12]=[CH:11][C:10]=1[NH2:15])=[O:7])([CH3:4])([CH3:3])[CH3:2].[Br:16][C:17]1[CH:25]=[CH:24][C:20]([C:21](O)=[O:22])=[CH:19][C:18]=1[F:26].